Predict which catalyst facilitates the given reaction. From a dataset of Catalyst prediction with 721,799 reactions and 888 catalyst types from USPTO. (1) Reactant: [C:1]1([CH3:15])[CH:6]=[C:5]([CH3:7])[CH:4]=[C:3]([CH3:8])[C:2]=1[C:9]1[N:10]=[C:11](N)[S:12][CH:13]=1.Cl.[C:17](Cl)(=[O:24])[C:18]1[CH:23]=[CH:22][N:21]=[CH:20][CH:19]=1. Product: [C:1]1([CH3:15])[CH:6]=[C:5]([CH3:7])[CH:4]=[C:3]([CH3:8])[C:2]=1[C:9]1[N:10]=[C:11]([C:17]([C:18]2[CH:23]=[CH:22][N:21]=[CH:20][CH:19]=2)=[O:24])[S:12][CH:13]=1. The catalyst class is: 64. (2) Reactant: CCN(C(C)C)C(C)C.[CH3:10][O:11][C:12]1[C:21]([O:22][CH3:23])=[C:20]2[C:15]([CH:16]=[C:17]([C:25]([OH:27])=O)[C:18](=[O:24])[O:19]2)=[CH:14][CH:13]=1.CN(C(ON1N=NC2C=CC=NC1=2)=[N+](C)C)C.F[P-](F)(F)(F)(F)F.[N:52]1[C:53]([C:61]2[CH:62]=[C:63]([NH2:67])[CH:64]=[CH:65][CH:66]=2)=[CH:54][N:55]2[CH:60]=[CH:59][CH:58]=[CH:57][C:56]=12. Product: [N:52]1[C:53]([C:61]2[CH:62]=[C:63]([NH:67][C:25]([C:17]3[C:18](=[O:24])[O:19][C:20]4[C:15]([CH:16]=3)=[CH:14][CH:13]=[C:12]([O:11][CH3:10])[C:21]=4[O:22][CH3:23])=[O:27])[CH:64]=[CH:65][CH:66]=2)=[CH:54][N:55]2[CH:60]=[CH:59][CH:58]=[CH:57][C:56]=12. The catalyst class is: 3. (3) Reactant: Cl[C:2]1[N:3]=[N:4][CH:5]=[C:6](Cl)[C:7]=1[Cl:8].Cl.[CH2:11]1[C:19]2[C:14](=[CH:15][CH:16]=[CH:17][CH:18]=2)[CH2:13][CH:12]1[CH2:20][NH2:21].C(=O)([O-])[O-].[K+].[K+].[NH2:28][NH2:29]. The catalyst class is: 872. Product: [Cl:8][C:7]1[C:6]([NH:21][CH2:20][CH:12]2[CH2:11][C:19]3[C:14](=[CH:15][CH:16]=[CH:17][CH:18]=3)[CH2:13]2)=[CH:5][N:4]=[N:3][C:2]=1[NH:28][NH2:29]. (4) Reactant: Br[C:2]1[CH:11]=[C:10]2[C:5]([N:6]=[C:7]([N:15]3[CH2:20][CH2:19][N:18]([CH3:21])[CH2:17][CH2:16]3)[C:8]3[N:9]2[CH:12]=[N:13][N:14]=3)=[CH:4][CH:3]=1.[CH:22]([NH2:25])([CH3:24])[CH3:23].N1CCC[C@H]1C(O)=O.[O-]P([O-])([O-])=O.[K+].[K+].[K+]. Product: [CH:22]([NH:25][C:2]1[CH:11]=[C:10]2[C:5]([N:6]=[C:7]([N:15]3[CH2:20][CH2:19][N:18]([CH3:21])[CH2:17][CH2:16]3)[C:8]3[N:9]2[CH:12]=[N:13][N:14]=3)=[CH:4][CH:3]=1)([CH3:24])[CH3:23]. The catalyst class is: 374. (5) The catalyst class is: 9. Reactant: [F:1][C:2]1[CH:7]=[C:6]([F:8])[CH:5]=[CH:4][C:3]=1[N:9]1[C:13]([C:14]2[S:23][C:22]3[C:21]4[N:24]=[C:25]([N:28]5[CH2:33][C@H:32]([CH3:34])[NH:31][C@H:30]([CH3:35])[CH2:29]5)[CH:26]=[CH:27][C:20]=4[O:19][CH2:18][CH2:17][C:16]=3[CH:15]=2)=[N:12][CH:11]=[N:10]1.[C:36](=O)([O-])[O-].[Cs+].[Cs+].CI.O. Product: [F:1][C:2]1[CH:7]=[C:6]([F:8])[CH:5]=[CH:4][C:3]=1[N:9]1[C:13]([C:14]2[S:23][C:22]3[C:21]4[N:24]=[C:25]([N:28]5[CH2:33][C@H:32]([CH3:34])[N:31]([CH3:36])[C@H:30]([CH3:35])[CH2:29]5)[CH:26]=[CH:27][C:20]=4[O:19][CH2:18][CH2:17][C:16]=3[CH:15]=2)=[N:12][CH:11]=[N:10]1. (6) Reactant: [NH2:1][C:2]1[C:11]2[C:6](=[CH:7][CH:8]=[CH:9][C:10]=2[O:12][C@H:13]2[CH2:18][CH2:17][C@H:16]([CH3:19])[CH2:15][CH2:14]2)[N:5]=[C:4]([CH3:20])[C:3]=1[C:21]([O:23]CC)=[O:22].[OH-].[Na+].Cl.O.C(#N)C. Product: [NH2:1][C:2]1[C:11]2[C:6](=[CH:7][CH:8]=[CH:9][C:10]=2[O:12][C@H:13]2[CH2:14][CH2:15][C@H:16]([CH3:19])[CH2:17][CH2:18]2)[N:5]=[C:4]([CH3:20])[C:3]=1[C:21]([OH:23])=[O:22]. The catalyst class is: 14. (7) Reactant: [CH3:1]I.[CH3:3][N:4]1[C:12]2[C:7](=[CH:8][C:9]([C:13]3[N:17]([Sn](C)(C)C)[N:16]=[N:15][N:14]=3)=[CH:10][CH:11]=2)[C:6]([C:22]2[N:30]([S:31]([C:34]3[CH:39]=[CH:38][C:37]([CH3:40])=[CH:36][CH:35]=3)(=[O:33])=[O:32])[C:25]3=[N:26][CH:27]=[CH:28][CH:29]=[C:24]3[CH:23]=2)=[CH:5]1. Product: [CH3:3][N:4]1[C:12]2[C:7](=[CH:8][C:9]([C:13]3[N:17]([CH3:1])[N:16]=[N:15][N:14]=3)=[CH:10][CH:11]=2)[C:6]([C:22]2[N:30]([S:31]([C:34]3[CH:39]=[CH:38][C:37]([CH3:40])=[CH:36][CH:35]=3)(=[O:33])=[O:32])[C:25]3=[N:26][CH:27]=[CH:28][CH:29]=[C:24]3[CH:23]=2)=[CH:5]1.[CH3:3][N:4]1[C:12]2[C:7](=[CH:8][C:9]([C:13]3[N:17]=[N:16][N:15]([CH3:1])[N:14]=3)=[CH:10][CH:11]=2)[C:6]([C:22]2[N:30]([S:31]([C:34]3[CH:39]=[CH:38][C:37]([CH3:40])=[CH:36][CH:35]=3)(=[O:33])=[O:32])[C:25]3=[N:26][CH:27]=[CH:28][CH:29]=[C:24]3[CH:23]=2)=[CH:5]1. The catalyst class is: 6. (8) Reactant: [C:1]1([C:14]2[CH:15]=[C:16](Br)[CH:17]=[C:18]([C:20]3[C:32]4[NH:31][C:30]5[C:25](=[CH:26][CH:27]=[CH:28][CH:29]=5)[C:24]=4[CH:23]=[CH:22][CH:21]=3)[CH:19]=2)[C:13]2[NH:12][C:11]3[C:6](=[CH:7][CH:8]=[CH:9][CH:10]=3)[C:5]=2[CH:4]=[CH:3][CH:2]=1.C([Li])CCC.[B:39](OC)([O:42]C)[O:40]C.Cl. Product: [C:1]1([C:14]2[CH:15]=[C:16]([B:39]([OH:42])[OH:40])[CH:17]=[C:18]([C:20]3[C:32]4[NH:31][C:30]5[C:25](=[CH:26][CH:27]=[CH:28][CH:29]=5)[C:24]=4[CH:23]=[CH:22][CH:21]=3)[CH:19]=2)[C:13]2[NH:12][C:11]3[C:6](=[CH:7][CH:8]=[CH:9][CH:10]=3)[C:5]=2[CH:4]=[CH:3][CH:2]=1. The catalyst class is: 7.